Dataset: Forward reaction prediction with 1.9M reactions from USPTO patents (1976-2016). Task: Predict the product of the given reaction. Given the reactants C1C=C(Cl)C=C(C(OO)=O)C=1.[CH2:12]([O:19][C:20]1[CH:21]=[CH:22][C:23]2[C:24]3[N:32]([CH2:33][C:34]([NH:37][S:38]([CH3:41])(=[O:40])=[O:39])([CH3:36])[CH3:35])[C:31]([CH2:42][O:43][CH2:44][CH3:45])=[N:30][C:25]=3[CH:26]=[N:27][C:28]=2[CH:29]=1)[C:13]1[CH:18]=[CH:17][CH:16]=[CH:15][CH:14]=1.[OH-].[NH4+:47].C1(C)C=CC(S(Cl)(=O)=O)=CC=1, predict the reaction product. The product is: [NH2:47][C:26]1[C:25]2[N:30]=[C:31]([CH2:42][O:43][CH2:44][CH3:45])[N:32]([CH2:33][C:34]([NH:37][S:38]([CH3:41])(=[O:40])=[O:39])([CH3:36])[CH3:35])[C:24]=2[C:23]2[CH:22]=[CH:21][C:20]([O:19][CH2:12][C:13]3[CH:14]=[CH:15][CH:16]=[CH:17][CH:18]=3)=[CH:29][C:28]=2[N:27]=1.